This data is from Choline transporter screen with 302,306 compounds. The task is: Binary Classification. Given a drug SMILES string, predict its activity (active/inactive) in a high-throughput screening assay against a specified biological target. (1) The drug is Clc1c(/C=C\C(=O)/C=C\N(C)C)ccc(Cl)c1. The result is 0 (inactive). (2) The result is 0 (inactive). The molecule is Fc1ccc(CNc2n(nc(n2)c2cccnc2)C(=O)CC)cc1.